Dataset: Peptide-MHC class II binding affinity with 134,281 pairs from IEDB. Task: Regression. Given a peptide amino acid sequence and an MHC pseudo amino acid sequence, predict their binding affinity value. This is MHC class II binding data. The peptide sequence is AAITAGTTVYGAFAA. The MHC is HLA-DQA10401-DQB10402 with pseudo-sequence HLA-DQA10401-DQB10402. The binding affinity (normalized) is 0.541.